This data is from Forward reaction prediction with 1.9M reactions from USPTO patents (1976-2016). The task is: Predict the product of the given reaction. (1) Given the reactants C([O:4][C:5]1[CH:10]=[C:9]([C:11](=O)[CH3:12])[C:8]([OH:14])=[C:7]([CH3:15])[C:6]=1[CH3:16])(=O)C.O.Cl, predict the reaction product. The product is: [CH2:11]([C:9]1[C:8]([OH:14])=[C:7]([CH3:15])[C:6]([CH3:16])=[C:5]([OH:4])[CH:10]=1)[CH3:12]. (2) Given the reactants [NH2:1][C:2]1[CH:3]=[CH:4][C:5]([C:13]([N:15]2[CH2:20][CH2:19][N:18]([C:21]3[CH:26]=[CH:25][C:24]([CH3:27])=[CH:23][C:22]=3[CH3:28])[CH2:17][CH2:16]2)=[O:14])=[C:6]([NH:8][S:9]([CH3:12])(=[O:11])=[O:10])[CH:7]=1.Cl[CH2:30][CH2:31][CH2:32][S:33](Cl)(=[O:35])=[O:34], predict the reaction product. The product is: [CH3:28][C:22]1[CH:23]=[C:24]([CH3:27])[CH:25]=[CH:26][C:21]=1[N:18]1[CH2:17][CH2:16][N:15]([C:13]([C:5]2[CH:4]=[CH:3][C:2]([N:1]3[CH2:30][CH2:31][CH2:32][S:33]3(=[O:35])=[O:34])=[CH:7][C:6]=2[NH:8][S:9]([CH3:12])(=[O:11])=[O:10])=[O:14])[CH2:20][CH2:19]1. (3) Given the reactants [N+:1]([C:4]1[CH:9]=[CH:8][CH:7]=[CH:6][C:5]=1[C:10]1[O:14][C:13](=[O:15])[NH:12][N:11]=1)([O-])=O, predict the reaction product. The product is: [NH2:1][C:4]1[CH:9]=[CH:8][CH:7]=[CH:6][C:5]=1[C:10]1[O:14][C:13](=[O:15])[NH:12][N:11]=1. (4) Given the reactants [H-].C([Al+]CC(C)C)C(C)C.[Mg].[Cl-].[Li+].Br[C:15]1[CH:16]=[CH:17][C:18]([Cl:21])=[N:19][CH:20]=1.[F:22][C:23]1[C:28]([O:29][C:30]2[CH:35]=[CH:34][CH:33]=[CH:32][CH:31]=2)=[C:27]([F:36])[CH:26]=[CH:25][C:24]=1/[CH:37]=[N:38]/[S:39]([C:41]([CH3:44])([CH3:43])[CH3:42])=[O:40], predict the reaction product. The product is: [Cl:21][C:18]1[N:19]=[CH:20][C:15]([CH:37]([NH:38][S:39]([C:41]([CH3:44])([CH3:43])[CH3:42])=[O:40])[C:24]2[CH:25]=[CH:26][C:27]([F:36])=[C:28]([O:29][C:30]3[CH:35]=[CH:34][CH:33]=[CH:32][CH:31]=3)[C:23]=2[F:22])=[CH:16][CH:17]=1. (5) Given the reactants [CH3:1][N:2]1[C:10]([CH3:11])=[C:9]2[C:4]([CH:5]=[C:6]([N+:12]([O-:14])=[O:13])[CH:7]=[CH:8]2)=[N:3]1.[CH2:15]1[C:20](=[O:21])[N:19]([Br:22])[C:17](=[O:18])[CH2:16]1, predict the reaction product. The product is: [Br:22][CH2:11][C:10]1[N:2]([CH3:1])[N:3]=[C:4]2[C:9]=1[CH:8]=[CH:7][C:6]([N+:12]([O-:14])=[O:13])=[CH:5]2.[C:17]1(=[O:18])[NH:19][C:20](=[O:21])[CH2:15][CH2:16]1. (6) Given the reactants [C:1]1([C:7]2[O:8][C:9]([C:15]([F:18])([F:17])[F:16])=[C:10]([C:12]([OH:14])=O)[N:11]=2)[CH:6]=[CH:5][CH:4]=[CH:3][CH:2]=1.[Br:19][C:20]1[N:25]=[CH:24][C:23]([NH2:26])=[CH:22][CH:21]=1.ON1C2N=CC=CC=2N=N1.Cl.C(N=C=NCCCN(C)C)C, predict the reaction product. The product is: [Br:19][C:20]1[N:25]=[CH:24][C:23]([NH:26][C:12]([C:10]2[N:11]=[C:7]([C:1]3[CH:2]=[CH:3][CH:4]=[CH:5][CH:6]=3)[O:8][C:9]=2[C:15]([F:18])([F:17])[F:16])=[O:14])=[CH:22][CH:21]=1. (7) Given the reactants [CH3:1][C@H:2]1[CH2:7][CH2:6][C@H:5]([C:8]([OH:10])=O)[CH2:4][CH2:3]1.C(Cl)(=O)C([Cl:14])=O, predict the reaction product. The product is: [CH3:1][C@H:2]1[CH2:7][CH2:6][C@H:5]([C:8]([Cl:14])=[O:10])[CH2:4][CH2:3]1. (8) Given the reactants [NH2:1][C:2]1[C:3]2[S:10][CH:9]=[C:8]([C:11]3[CH:16]=[CH:15][C:14]([CH2:17][CH2:18]C(OC)=O)=[CH:13][CH:12]=3)[C:4]=2[N:5]=[CH:6][N:7]=1.[Cl:23][C:24]1[CH:25]=[C:26]([N:30]=[C:31]=[O:32])[CH:27]=[CH:28][CH:29]=1.[CH3:33][OH:34].[OH-:35].[Na+], predict the reaction product. The product is: [Cl:23][C:24]1[CH:25]=[C:26]([NH:30][C:31](=[O:32])[NH:1][C:2]2[C:3]3[S:10][CH:9]=[C:8]([C:11]4[CH:12]=[CH:13][C:14]([CH:17]([CH3:18])[C:33]([OH:35])=[O:34])=[CH:15][CH:16]=4)[C:4]=3[N:5]=[CH:6][N:7]=2)[CH:27]=[CH:28][CH:29]=1. (9) Given the reactants [NH2:1][C:2]1[CH:7]=[C:6]([CH3:8])[CH:5]=[CH:4][C:3]=1[S:9][C:10]1[CH:19]=[CH:18][C:13]([C:14]([NH:16][CH3:17])=[O:15])=[CH:12][CH:11]=1.Cl[C:21]1[CH:30]=[CH:29][N:28]=[C:27]2[C:22]=1[CH:23]=[CH:24][C:25]([CH3:31])=[N:26]2, predict the reaction product. The product is: [CH3:17][NH:16][C:14](=[O:15])[C:13]1[CH:18]=[CH:19][C:10]([S:9][C:3]2[CH:4]=[CH:5][C:6]([CH3:8])=[CH:7][C:2]=2[NH:1][C:21]2[C:22]3[C:27](=[N:26][C:25]([CH3:31])=[CH:24][CH:23]=3)[N:28]=[CH:29][CH:30]=2)=[CH:11][CH:12]=1.